Dataset: Full USPTO retrosynthesis dataset with 1.9M reactions from patents (1976-2016). Task: Predict the reactants needed to synthesize the given product. (1) Given the product [Cl:1][C:2]1[CH:3]=[CH:4][C:5]([C:8]2[C:9]([O:18][C@@H:19]([CH3:24])[C:20]([F:23])([F:21])[F:22])=[N:10][CH:11]=[C:12]([CH:17]=2)[C:13]([OH:15])=[O:14])=[CH:6][CH:7]=1, predict the reactants needed to synthesize it. The reactants are: [Cl:1][C:2]1[CH:7]=[CH:6][C:5]([C:8]2[C:9]([O:18][C@@H:19]([CH3:24])[C:20]([F:23])([F:22])[F:21])=[N:10][CH:11]=[C:12]([CH:17]=2)[C:13]([O:15]C)=[O:14])=[CH:4][CH:3]=1.[OH-].[Li+]. (2) Given the product [F:15][C:10]1[C:9]([C:3]2[CH:4]=[C:5]([CH:7]=[O:8])[S:6][C:2]=2[C:23]2[CH:28]=[CH:27][CH:26]=[CH:25][N:24]=2)=[CH:14][CH:13]=[CH:12][N:11]=1, predict the reactants needed to synthesize it. The reactants are: Br[C:2]1[S:6][C:5]([CH:7]=[O:8])=[CH:4][C:3]=1[C:9]1[C:10]([F:15])=[N:11][CH:12]=[CH:13][CH:14]=1.C(=O)([O-])[O-].[K+].[K+].S[C:23]1[CH:28]=[CH:27][CH:26]=[CH:25][N:24]=1.O. (3) The reactants are: [NH2:1][C:2]1[CH:10]=[C:9]([CH3:11])[CH:8]=[CH:7][C:3]=1[C:4]([NH2:6])=[O:5].[CH:12](OCC)(OCC)OCC. Given the product [CH3:11][C:9]1[CH:10]=[C:2]2[C:3]([C:4](=[O:5])[NH:6][CH:12]=[N:1]2)=[CH:7][CH:8]=1, predict the reactants needed to synthesize it. (4) Given the product [CH2:30]([C:16]1[N:17]=[C:18]([C:20]2[CH:21]=[CH:22][C:23]([C:26]([F:29])([F:28])[F:27])=[CH:24][CH:25]=2)[S:19][C:15]=1[CH2:14][O:13][C:10]1[CH:11]=[CH:12][C:7]([O:6][CH2:5][C:4]([OH:33])=[O:3])=[CH:8][C:9]=1[CH3:32])[CH3:31], predict the reactants needed to synthesize it. The reactants are: C([O:3][C:4](=[O:33])[CH2:5][O:6][C:7]1[CH:12]=[CH:11][C:10]([O:13][CH2:14][C:15]2[S:19][C:18]([C:20]3[CH:25]=[CH:24][C:23]([C:26]([F:29])([F:28])[F:27])=[CH:22][CH:21]=3)=[N:17][C:16]=2[CH2:30][CH3:31])=[C:9]([CH3:32])[CH:8]=1)C.[Li+].[OH-].Cl. (5) Given the product [F:12][C:2]([F:1])([C:8]([F:11])([F:10])[F:9])/[CH:3]=[CH:4]/[C:5]([NH:48][CH2:47][CH:46]([NH:49][C:50]1[C:59]2[C:54](=[CH:55][CH:56]=[CH:57][CH:58]=2)[N:53]=[CH:52][CH:51]=1)[CH:45]([CH3:60])[CH3:44])=[O:7], predict the reactants needed to synthesize it. The reactants are: [F:1][C:2]([F:12])([C:8]([F:11])([F:10])[F:9])/[CH:3]=[CH:4]/[C:5]([OH:7])=O.CN(C(ON1N=NC2C=CC=CC1=2)=[N+](C)C)C.F[P-](F)(F)(F)(F)F.C(NC(C)C)(C)C.[CH3:44][CH:45]([CH3:60])[CH:46]([NH:49][C:50]1[C:59]2[C:54](=[CH:55][CH:56]=[CH:57][CH:58]=2)[N:53]=[CH:52][CH:51]=1)[CH2:47][NH2:48].C(N(C(C)C)CC)(C)C.